This data is from NCI-60 drug combinations with 297,098 pairs across 59 cell lines. The task is: Regression. Given two drug SMILES strings and cell line genomic features, predict the synergy score measuring deviation from expected non-interaction effect. (1) Drug 1: C1=CC(=CC=C1CCC2=CNC3=C2C(=O)NC(=N3)N)C(=O)NC(CCC(=O)O)C(=O)O. Drug 2: C(=O)(N)NO. Cell line: RXF 393. Synergy scores: CSS=18.3, Synergy_ZIP=-2.83, Synergy_Bliss=1.50, Synergy_Loewe=0.845, Synergy_HSA=4.51. (2) Drug 1: CC1=C(C(CCC1)(C)C)C=CC(=CC=CC(=CC(=O)O)C)C. Drug 2: CC1CCC2CC(C(=CC=CC=CC(CC(C(=O)C(C(C(=CC(C(=O)CC(OC(=O)C3CCCCN3C(=O)C(=O)C1(O2)O)C(C)CC4CCC(C(C4)OC)O)C)C)O)OC)C)C)C)OC. Cell line: NCIH23. Synergy scores: CSS=1.41, Synergy_ZIP=1.91, Synergy_Bliss=9.67, Synergy_Loewe=-12.6, Synergy_HSA=-2.40. (3) Drug 1: CC1=C2C(C(=O)C3(C(CC4C(C3C(C(C2(C)C)(CC1OC(=O)C(C(C5=CC=CC=C5)NC(=O)OC(C)(C)C)O)O)OC(=O)C6=CC=CC=C6)(CO4)OC(=O)C)OC)C)OC. Drug 2: CC1=C(C(CCC1)(C)C)C=CC(=CC=CC(=CC(=O)O)C)C. Cell line: SNB-75. Synergy scores: CSS=34.7, Synergy_ZIP=3.63, Synergy_Bliss=5.04, Synergy_Loewe=-9.12, Synergy_HSA=6.98. (4) Drug 1: C1CC(=O)NC(=O)C1N2CC3=C(C2=O)C=CC=C3N. Drug 2: C#CCC(CC1=CN=C2C(=N1)C(=NC(=N2)N)N)C3=CC=C(C=C3)C(=O)NC(CCC(=O)O)C(=O)O. Cell line: CAKI-1. Synergy scores: CSS=7.40, Synergy_ZIP=-2.78, Synergy_Bliss=2.35, Synergy_Loewe=2.97, Synergy_HSA=3.00. (5) Drug 1: C1=C(C(=O)NC(=O)N1)F. Drug 2: CC1CCC2CC(C(=CC=CC=CC(CC(C(=O)C(C(C(=CC(C(=O)CC(OC(=O)C3CCCCN3C(=O)C(=O)C1(O2)O)C(C)CC4CCC(C(C4)OC)O)C)C)O)OC)C)C)C)OC. Cell line: EKVX. Synergy scores: CSS=40.1, Synergy_ZIP=-5.31, Synergy_Bliss=-6.38, Synergy_Loewe=-0.354, Synergy_HSA=0.990. (6) Drug 1: CNC(=O)C1=CC=CC=C1SC2=CC3=C(C=C2)C(=NN3)C=CC4=CC=CC=N4. Drug 2: CCC1(C2=C(COC1=O)C(=O)N3CC4=CC5=C(C=CC(=C5CN(C)C)O)N=C4C3=C2)O.Cl. Cell line: NCI-H460. Synergy scores: CSS=22.8, Synergy_ZIP=2.58, Synergy_Bliss=3.18, Synergy_Loewe=-6.90, Synergy_HSA=2.68.